From a dataset of Forward reaction prediction with 1.9M reactions from USPTO patents (1976-2016). Predict the product of the given reaction. (1) The product is: [C:29]([O:28][C:24](=[O:27])/[CH:25]=[CH:26]/[C:2]1[CH:3]=[C:4]2[C:9](=[CH:10][CH:11]=1)[N:8]=[CH:7][N:6]([C:12]1[CH:13]=[C:14]([CH:19]=[CH:20][C:21]=1[CH3:22])[C:15]([O:17][CH3:18])=[O:16])[C:5]2=[O:23])([CH3:32])([CH3:31])[CH3:30]. Given the reactants Br[C:2]1[CH:3]=[C:4]2[C:9](=[CH:10][CH:11]=1)[N:8]=[CH:7][N:6]([C:12]1[CH:13]=[C:14]([CH:19]=[CH:20][C:21]=1[CH3:22])[C:15]([O:17][CH3:18])=[O:16])[C:5]2=[O:23].[C:24]([O:28][C:29]([CH3:32])([CH3:31])[CH3:30])(=[O:27])[CH:25]=[CH2:26].C(N(CC)CC)C, predict the reaction product. (2) Given the reactants C(O)C.C([O:6][C:7](=O)/[C:8](=[CH:23]/[C:24]1[CH:29]=[CH:28][C:27]([N:30]2[CH:34]=[C:33]([CH3:35])[N:32]=[CH:31]2)=[C:26]([O:36][CH3:37])[CH:25]=1)/[CH2:9][CH2:10][CH2:11][NH:12][C@@H:13]1[C:21]2[C:16](=[CH:17][CH:18]=[CH:19][CH:20]=2)[CH2:15][C@@H:14]1[OH:22])C.[OH-].[Na+].O, predict the reaction product. The product is: [OH:22][C@H:14]1[CH2:15][C:16]2[C:21](=[CH:20][CH:19]=[CH:18][CH:17]=2)[C@H:13]1[N:12]1[CH2:11][CH2:10][CH2:9]/[C:8](=[CH:23]\[C:24]2[CH:29]=[CH:28][C:27]([N:30]3[CH:34]=[C:33]([CH3:35])[N:32]=[CH:31]3)=[C:26]([O:36][CH3:37])[CH:25]=2)/[C:7]1=[O:6]. (3) Given the reactants [F:1][C:2]1[CH:7]=[C:6]([F:8])[CH:5]=[CH:4][C:3]=1[NH:9][C:10]1[C:19]2[C:14](=[CH:15][C:16]([O:26][CH3:27])=[C:17]([CH:20]3[CH2:25][CH2:24][NH:23][CH2:22][CH2:21]3)[CH:18]=2)[N:13]=[CH:12][C:11]=1[C:28]([O:30][CH2:31][CH3:32])=[O:29].[C:33](OC(=O)C)(=[O:35])[CH3:34], predict the reaction product. The product is: [C:33]([N:23]1[CH2:24][CH2:25][CH:20]([C:17]2[CH:18]=[C:19]3[C:14](=[CH:15][C:16]=2[O:26][CH3:27])[N:13]=[CH:12][C:11]([C:28]([O:30][CH2:31][CH3:32])=[O:29])=[C:10]3[NH:9][C:3]2[CH:4]=[CH:5][C:6]([F:8])=[CH:7][C:2]=2[F:1])[CH2:21][CH2:22]1)(=[O:35])[CH3:34].